This data is from Full USPTO retrosynthesis dataset with 1.9M reactions from patents (1976-2016). The task is: Predict the reactants needed to synthesize the given product. (1) Given the product [CH:27]1([CH2:26][N:25]2[C:21]3[C:22](=[CH:8][C:7]([NH:6][C:7]4[N:6]=[CH:5][C:4]([CH:1]5[CH2:2][CH2:3]5)=[CH:12][C:8]=4[C:9]([NH:17][S:14]([CH3:13])(=[O:16])=[O:15])=[O:11])=[CH:19][CH:20]=3)[CH:23]=[CH:24]2)[CH2:28][CH2:3][CH2:2][CH2:1][CH2:4]1, predict the reactants needed to synthesize it. The reactants are: [CH:1]1([C:4]2[CH:5]=[N:6][CH:7]=[C:8]([CH:12]=2)[C:9]([OH:11])=O)[CH2:3][CH2:2]1.[CH3:13][S:14]([NH2:17])(=[O:16])=[O:15].N12[CH2:28][CH2:27][CH2:26][N:25]=[C:24]1[CH2:23][CH2:22][CH2:21][CH2:20][CH2:19]2.Cl. (2) Given the product [NH2:1][C:2]1[C:3]([C:16]2[O:20][C:19]([C@@:21]([OH:27])([CH3:26])[C:22]([F:25])([F:24])[F:23])=[N:18][N:17]=2)=[N:4][C:5]([O:14][CH3:15])=[C:6]([C:10]([F:12])([F:13])[F:11])[C:7]=1[CH2:8][CH3:9], predict the reactants needed to synthesize it. The reactants are: [NH2:1][C:2]1[C:3]([C:16]2[O:20][C:19]([C@@:21]([OH:27])([CH3:26])[C:22]([F:25])([F:24])[F:23])=[N:18][N:17]=2)=[N:4][C:5]([O:14][CH3:15])=[C:6]([C:10]([F:13])([F:12])[F:11])[C:7]=1[CH:8]=[CH2:9].C([O-])=O.[NH4+].